From a dataset of Catalyst prediction with 721,799 reactions and 888 catalyst types from USPTO. Predict which catalyst facilitates the given reaction. (1) Reactant: [N:1]1[CH:6]=[CH:5][CH:4]=[C:3]([C:7]2[N:8]([C:16]3[CH:21]=[CH:20][C:19]([S:22]([NH2:25])(=[O:24])=[O:23])=[CH:18][CH:17]=3)[CH:9]=[C:10]([C:12]([F:15])([F:14])[F:13])[N:11]=2)[CH:2]=1.[C:26](OC(=O)C)(=[O:28])[CH3:27].C(N(CC)CC)C. Product: [N:1]1[CH:6]=[CH:5][CH:4]=[C:3]([C:7]2[N:8]([C:16]3[CH:21]=[CH:20][C:19]([S:22]([NH:25][C:26](=[O:28])[CH3:27])(=[O:23])=[O:24])=[CH:18][CH:17]=3)[CH:9]=[C:10]([C:12]([F:13])([F:14])[F:15])[N:11]=2)[CH:2]=1. The catalyst class is: 777. (2) Reactant: [CH3:1][O:2][C:3](=[O:24])[CH2:4][C:5]1[CH:10]=[C:9]([Br:11])[C:8]([O:12][C:13]2[CH:18]=[CH:17][C:16]([NH2:19])=[C:15]([N+:20]([O-])=O)[CH:14]=2)=[C:7]([Br:23])[CH:6]=1.S(S([O-])=O)([O-])=O.[Na+].[Na+].Br[C:34]1C=C(CC(OC)=O)C=C(Br)[C:39]=1OC1C=CC(N)=C(N)C=1.Cl.C(CC(=O)C)(=O)C. Product: [Br:23][C:7]1[CH:6]=[C:5]([CH2:4][C:3]([O:2][CH3:1])=[O:24])[CH:10]=[C:9]([Br:11])[C:8]=1[O:12][C:13]1[CH:18]=[CH:17][C:16]2[N:19]=[C:34]([CH3:39])[NH:20][C:15]=2[CH:14]=1. The catalyst class is: 5. (3) Reactant: [NH:1]1[CH:5]=[C:4]([C:6]2[CH:11]=[CH:10][CH:9]=[CH:8][N:7]=2)[N:3]=[CH:2]1.[H-].[Na+].Br[CH2:15][C:16]#[N:17]. Product: [N:7]1[CH:8]=[CH:9][CH:10]=[CH:11][C:6]=1[C:4]1[N:3]=[CH:2][N:1]([CH2:15][C:16]#[N:17])[CH:5]=1. The catalyst class is: 7.